Dataset: Catalyst prediction with 721,799 reactions and 888 catalyst types from USPTO. Task: Predict which catalyst facilitates the given reaction. (1) Reactant: [C:1]([CH:4]1[CH2:6][CH:5]1[C:7]([C:9]1(C(OCC)=O)[CH2:23][CH2:22][C:12]2[N:13]=[C:14]([C:16]3[CH:21]=[CH:20][CH:19]=[CH:18][CH:17]=3)[O:15][C:11]=2[CH2:10]1)=[O:8])([OH:3])=[O:2].Cl. Product: [C:16]1([C:14]2[O:15][C:11]3[CH2:10][CH:9]([C:7]([CH:5]4[CH2:6][CH:4]4[C:1]([OH:3])=[O:2])=[O:8])[CH2:23][CH2:22][C:12]=3[N:13]=2)[CH:17]=[CH:18][CH:19]=[CH:20][CH:21]=1. The catalyst class is: 6. (2) The catalyst class is: 314. Reactant: N#N.[F:3][C:4]([F:18])([CH3:17])[CH2:5][CH2:6][CH2:7][CH2:8][N:9]1[CH:13]=[CH:12][C:11]([N+:14]([O-])=O)=[N:10]1.[NH4+].[Cl-]. Product: [F:18][C:4]([F:3])([CH3:17])[CH2:5][CH2:6][CH2:7][CH2:8][N:9]1[CH:13]=[CH:12][C:11]([NH2:14])=[N:10]1.